Dataset: Catalyst prediction with 721,799 reactions and 888 catalyst types from USPTO. Task: Predict which catalyst facilitates the given reaction. (1) Reactant: [C:1]([O:5][C:6]([N:8]1[CH2:15][CH:14]2[CH:9]1[CH2:10][CH2:11][NH:12][CH2:13]2)=[O:7])([CH3:4])([CH3:3])[CH3:2].C(N(CC)CC)C.[O:23]1[CH:27]=[CH:26][C:25]([C:28](Cl)=[O:29])=[CH:24]1. Product: [C:1]([O:5][C:6]([N:8]1[CH2:15][CH:14]2[CH:9]1[CH2:10][CH2:11][N:12]([C:28]([C:25]1[CH:26]=[CH:27][O:23][CH:24]=1)=[O:29])[CH2:13]2)=[O:7])([CH3:4])([CH3:2])[CH3:3]. The catalyst class is: 4. (2) Reactant: [Cl:1][C:2]1[CH:7]=[CH:6][C:5]([NH:8][C:9]2[CH:16]=[CH:15][C:14]([CH3:17])=[CH:13][C:10]=2[C:11]#[N:12])=[C:4]([N+:18]([O-])=O)[CH:3]=1.[Sn](Cl)Cl. Product: [ClH:1].[Cl:1][C:2]1[CH:7]=[CH:6][C:5]2[NH:8][C:9]3[CH:16]=[CH:15][C:14]([CH3:17])=[CH:13][C:10]=3[C:11]([NH2:12])=[N:18][C:4]=2[CH:3]=1. The catalyst class is: 361. (3) Reactant: C([O:8][C:9]1[CH:18]=[CH:17][CH:16]=[C:15]2[C:10]=1[CH2:11][CH2:12][CH2:13][CH:14]2[C:19]([N:21]([CH2:31][C:32]1[CH:37]=[CH:36][C:35]([N:38]([CH3:40])[CH3:39])=[CH:34][CH:33]=1)[C:22]1[CH:27]=[CH:26][C:25]([CH:28]([CH3:30])[CH3:29])=[CH:24][CH:23]=1)=[O:20])C1C=CC=CC=1.C([O-])=O.[NH4+]. Product: [CH3:39][N:38]([CH3:40])[C:35]1[CH:36]=[CH:37][C:32]([CH2:31][N:21]([C:22]2[CH:27]=[CH:26][C:25]([CH:28]([CH3:29])[CH3:30])=[CH:24][CH:23]=2)[C:19]([CH:14]2[C:15]3[C:10](=[C:9]([OH:8])[CH:18]=[CH:17][CH:16]=3)[CH2:11][CH2:12][CH2:13]2)=[O:20])=[CH:33][CH:34]=1. The catalyst class is: 129. (4) Reactant: C[O:2][C:3](=O)[CH2:4][C:5]([CH3:13])([C:7]1[O:8][C:9]([CH3:12])=[CH:10][CH:11]=1)[CH3:6].[H-].[H-].[H-].[H-].[Li+].[Al+3]. Product: [CH3:13][C:5]([C:7]1[O:8][C:9]([CH3:12])=[CH:10][CH:11]=1)([CH3:6])[CH2:4][CH2:3][OH:2]. The catalyst class is: 7. (5) Reactant: [F:1][C:2]([F:6])([F:5])[CH2:3][OH:4].[CH3:7][C:8]1[CH:13]=[CH:12][C:11]([S:14](Cl)(=[O:16])=[O:15])=[CH:10][CH:9]=1.C(N(CC)CC)C.O. Product: [CH3:7][C:8]1[CH:13]=[CH:12][C:11]([S:14]([O:4][CH2:3][C:2]([F:6])([F:5])[F:1])(=[O:16])=[O:15])=[CH:10][CH:9]=1. The catalyst class is: 2. (6) Reactant: [C:1]1([CH:6]=[O:7])([CH:4]=[O:5])[CH2:3][CH2:2]1.O.[C:9]1(C)C=CC(S(O)(=O)=O)=C[CH:10]=1.C([O-])([O-])[O:21][CH2:22][CH3:23].[OH-].[Na+]. Product: [CH2:9]([O:5][CH:4]([O:21][CH2:22][CH3:23])[C:1]1([CH:6]=[O:7])[CH2:3][CH2:2]1)[CH3:10]. The catalyst class is: 93.